This data is from Full USPTO retrosynthesis dataset with 1.9M reactions from patents (1976-2016). The task is: Predict the reactants needed to synthesize the given product. (1) The reactants are: [C:1]([O:9][C:10]1([CH2:13][O:14]S(C)(=O)=O)[CH2:12][CH2:11]1)(=[O:8])[C:2]1[CH:7]=[CH:6][CH:5]=[CH:4][CH:3]=1.[F:19][C:20]1[CH:21]=[C:22]([N:40](C2C=CC(F)=CC=2)[C:41]([C:43]2([C:46]([NH2:48])=[O:47])[CH2:45][CH2:44]2)=[O:42])[CH:23]=[CH:24][C:25]=1[O:26][C:27]1[C:36]2[C:31](=[CH:32][C:33](O)=[C:34]([O:37][CH3:38])[CH:35]=2)[N:30]=[CH:29][CH:28]=1.C([O-])([O-])=O.[Cs+].[Cs+]. Given the product [C:1]([O:9][C:10]1([CH2:13][O:14][C:33]2[CH:32]=[C:31]3[C:36]([C:27]([O:26][C:25]4[CH:24]=[CH:23][C:22]([NH:40][C:41]([C:43]5([C:46](=[O:47])[NH2:48])[CH2:45][CH2:44]5)=[O:42])=[CH:21][C:20]=4[F:19])=[CH:28][CH:29]=[N:30]3)=[CH:35][C:34]=2[O:37][CH3:38])[CH2:12][CH2:11]1)(=[O:8])[C:2]1[CH:7]=[CH:6][CH:5]=[CH:4][CH:3]=1, predict the reactants needed to synthesize it. (2) Given the product [CH3:20][S:21]([O:19][CH2:18][C:6]1[C:7]([C:10]2[CH:15]=[CH:14][C:13]([CH2:16][CH3:17])=[CH:12][CH:11]=2)=[N:8][S:9][C:5]=1[C:2]([F:4])([F:1])[CH3:3])(=[O:23])=[O:22], predict the reactants needed to synthesize it. The reactants are: [F:1][C:2]([C:5]1[S:9][N:8]=[C:7]([C:10]2[CH:15]=[CH:14][C:13]([CH2:16][CH3:17])=[CH:12][CH:11]=2)[C:6]=1[CH2:18][OH:19])([F:4])[CH3:3].[CH3:20][S:21](Cl)(=[O:23])=[O:22].C(N(CC)CC)C. (3) The reactants are: Cl.[Br:2][C:3]1[C:4](Cl)=[N:5][CH:6]=[N:7][CH:8]=1.C(N(CC)CC)C.[NH:17]1[CH2:25][CH2:24][CH:20]([C:21]([NH2:23])=[O:22])[CH2:19][CH2:18]1.C(=O)([O-])O.[Na+]. Given the product [Br:2][C:3]1[C:4]([N:17]2[CH2:25][CH2:24][CH:20]([C:21]([NH2:23])=[O:22])[CH2:19][CH2:18]2)=[N:5][CH:6]=[N:7][CH:8]=1, predict the reactants needed to synthesize it.